Task: Regression. Given a peptide amino acid sequence and an MHC pseudo amino acid sequence, predict their binding affinity value. This is MHC class I binding data.. Dataset: Peptide-MHC class I binding affinity with 185,985 pairs from IEDB/IMGT (1) The peptide sequence is AMQDPNPEV. The MHC is HLA-B46:01 with pseudo-sequence HLA-B46:01. The binding affinity (normalized) is 0.0847. (2) The peptide sequence is KTQFNYFKK. The MHC is HLA-A11:01 with pseudo-sequence HLA-A11:01. The binding affinity (normalized) is 0.924. (3) The peptide sequence is KMVAPATYL. The MHC is H-2-Db with pseudo-sequence H-2-Db. The binding affinity (normalized) is 0.260. (4) The peptide sequence is KYAEAFQMV. The MHC is HLA-A02:06 with pseudo-sequence HLA-A02:06. The binding affinity (normalized) is 0.674. (5) The peptide sequence is YLVDCGAEL. The MHC is HLA-A02:01 with pseudo-sequence HLA-A02:01. The binding affinity (normalized) is 0.936. (6) The peptide sequence is NHINVTLSL. The MHC is Mamu-A07 with pseudo-sequence Mamu-A07. The binding affinity (normalized) is 0.988. (7) The peptide sequence is LMAEALKEALA. The binding affinity (normalized) is 0.228. The MHC is Mamu-A11 with pseudo-sequence Mamu-A11.